Dataset: Forward reaction prediction with 1.9M reactions from USPTO patents (1976-2016). Task: Predict the product of the given reaction. (1) Given the reactants [CH2:1]([C@H:8]([CH2:12][C:13]([O:15]C(C)(C)C)=[O:14])[C:9]([OH:11])=O)[C:2]1[CH:7]=[CH:6][CH:5]=[CH:4][CH:3]=1.[CH3:20][NH:21][C:22]1[S:23][CH:24]=[C:25]([C:27]2[CH:32]=[CH:31][CH:30]=[CH:29][C:28]=2[C:33]2[CH:42]=[N:41][C:40]3[N:39]([CH3:43])[CH2:38][CH2:37][O:36][C:35]=3[CH:34]=2)[N:26]=1, predict the reaction product. The product is: [CH2:1]([C@@H:8]([C:9]([N:21]([CH3:20])[C:22]1[S:23][CH:24]=[C:25]([C:27]2[CH:32]=[CH:31][CH:30]=[CH:29][C:28]=2[C:33]2[CH:42]=[N:41][C:40]3[N:39]([CH3:43])[CH2:38][CH2:37][O:36][C:35]=3[CH:34]=2)[N:26]=1)=[O:11])[CH2:12][C:13]([OH:15])=[O:14])[C:2]1[CH:3]=[CH:4][CH:5]=[CH:6][CH:7]=1. (2) Given the reactants C([O:5][C:6](=[O:43])[C@@H:7]([NH:11][S:12]([C:15]1[CH:20]=[CH:19][C:18]([C:21]2[CH:26]=[CH:25][C:24]([NH:27][C:28]([C:30]3[O:31][C:32]4[CH:39]=[CH:38][C:37]([CH3:40])=[C:36]([O:41][CH3:42])[C:33]=4[C:34]=3[CH3:35])=[O:29])=[CH:23][CH:22]=2)=[CH:17][CH:16]=1)(=[O:14])=[O:13])[CH:8]([CH3:10])[CH3:9])(C)(C)C.C(O)(C(F)(F)F)=O.ClCCl, predict the reaction product. The product is: [CH3:42][O:41][C:36]1[C:33]2[C:34]([CH3:35])=[C:30]([C:28]([NH:27][C:24]3[CH:25]=[CH:26][C:21]([C:18]4[CH:19]=[CH:20][C:15]([S:12]([NH:11][C@@H:7]([CH:8]([CH3:9])[CH3:10])[C:6]([OH:43])=[O:5])(=[O:13])=[O:14])=[CH:16][CH:17]=4)=[CH:22][CH:23]=3)=[O:29])[O:31][C:32]=2[CH:39]=[CH:38][C:37]=1[CH3:40]. (3) Given the reactants [Cl:1][C:2]1[N:10]=[C:9]2[C:5]([NH:6][CH:7]=[N:8]2)=[C:4](Cl)[N:3]=1.[CH3:12][O:13][C:14]1[CH:19]=[CH:18][CH:17]=[C:16]([NH2:20])[CH:15]=1.C(N(CC)CC)C.C(Cl)(Cl)Cl.CO, predict the reaction product. The product is: [Cl:1][C:2]1[N:10]=[C:9]2[C:5]([NH:6][CH:7]=[N:8]2)=[C:4]([NH:20][C:16]2[CH:17]=[CH:18][CH:19]=[C:14]([O:13][CH3:12])[CH:15]=2)[N:3]=1. (4) Given the reactants [NH2:1][C:2]1[CH:7]=[CH:6][C:5]([C:8]([N:10]2[CH2:15][CH2:14][NH:13][CH2:12][CH2:11]2)=[O:9])=[CH:4][C:3]=1[F:16].Cl[CH2:18][C:19]1[CH:20]=[C:21]([CH:32]=[CH:33][CH:34]=1)[C:22]([NH:24][C:25]([C:30]#[N:31])([CH:27]1[CH2:29][CH2:28]1)[CH3:26])=[O:23].[I-].[Na+].C(=O)([O-])[O-].[K+].[K+], predict the reaction product. The product is: [NH2:1][C:2]1[CH:7]=[CH:6][C:5]([C:8]([N:10]2[CH2:11][CH2:12][N:13]([CH2:18][C:19]3[CH:20]=[C:21]([CH:32]=[CH:33][CH:34]=3)[C:22]([NH:24][C:25]([C:30]#[N:31])([CH:27]3[CH2:29][CH2:28]3)[CH3:26])=[O:23])[CH2:14][CH2:15]2)=[O:9])=[CH:4][C:3]=1[F:16].